From a dataset of Forward reaction prediction with 1.9M reactions from USPTO patents (1976-2016). Predict the product of the given reaction. (1) Given the reactants [C:1]1(=[O:10])[C:9]2[C:4](=[CH:5][CH:6]=[CH:7][CH:8]=2)[CH2:3][CH2:2]1.C1C(=O)N([Br:18])C(=O)C1.CC(N=NC(C#N)(C)C)(C#N)C, predict the reaction product. The product is: [Br:18][CH:3]1[C:4]2[C:9](=[CH:8][CH:7]=[CH:6][CH:5]=2)[C:1](=[O:10])[CH2:2]1. (2) Given the reactants Br[C:2]1[CH:7]=[CH:6][C:5]([C:8]2[N:12]([CH2:13][C@@H:14]3[CH2:18][CH2:17][N:16]([C:19]([CH:21]4[CH2:23][CH2:22]4)=[O:20])[CH2:15]3)[CH:11]=[N:10][N:9]=2)=[CH:4][CH:3]=1.C([O-])([O-])=O.[K+].[K+].[O-]S([O-])(=O)=O.[Na+].[Na+], predict the reaction product. The product is: [CH:21]1([C:19]([N:16]2[CH2:17][CH2:18][C@@H:14]([CH2:13][N:12]3[CH:11]=[N:10][N:9]=[C:8]3[C:5]3[CH:6]=[CH:7][C:2]([C:4]4[C:5]([C:8]#[N:9])=[CH:6][CH:7]=[CH:2][CH:3]=4)=[CH:3][CH:4]=3)[CH2:15]2)=[O:20])[CH2:23][CH2:22]1. (3) Given the reactants Br[C:2]1[N:7]=[CH:6][C:5]([CH2:8][CH2:9][S:10]([NH:13][C:14]2[CH:19]=[CH:18][CH:17]=[CH:16][C:15]=2[S:20]([NH2:23])(=[O:22])=[O:21])(=[O:12])=[O:11])=[CH:4][CH:3]=1.[CH:24]1([C:30]#[CH:31])[CH2:29][CH2:28][CH2:27][CH2:26][CH2:25]1, predict the reaction product. The product is: [CH:24]1([C:30]#[C:31][C:2]2[N:7]=[CH:6][C:5]([CH2:8][CH2:9][S:10]([NH:13][C:14]3[CH:19]=[CH:18][CH:17]=[CH:16][C:15]=3[S:20]([NH2:23])(=[O:22])=[O:21])(=[O:12])=[O:11])=[CH:4][CH:3]=2)[CH2:29][CH2:28][CH2:27][CH2:26][CH2:25]1. (4) Given the reactants [Na].[OH:2][CH2:3][CH:4]1[O:9][CH2:8][CH2:7][N:6]([C:10]2[N:11]=[C:12]([CH2:17][C:18]([OH:20])=O)[NH:13][C:14](=[O:16])[CH:15]=2)[CH2:5]1.[Cl:21][C:22]1[CH:30]=[CH:29][CH:28]=[C:27]2[C:23]=1[CH2:24][CH2:25][NH:26]2.Cl.CN(C)CCCN=C=NCC, predict the reaction product. The product is: [Cl:21][C:22]1[CH:30]=[CH:29][CH:28]=[C:27]2[C:23]=1[CH2:24][CH2:25][N:26]2[C:18](=[O:20])[CH2:17][C:12]1[NH:13][C:14](=[O:16])[CH:15]=[C:10]([N:6]2[CH2:7][CH2:8][O:9][CH:4]([CH2:3][OH:2])[CH2:5]2)[N:11]=1. (5) Given the reactants [C:1]([O:5][C:6]([N:8]1[C:16](=[O:17])[C:15]2([CH3:18])[CH:10]([CH2:11][CH2:12][CH2:13][CH2:14]2)[CH2:9]1)=[O:7])([CH3:4])([CH3:3])[CH3:2].C([BH-](CC)CC)C.[Li+], predict the reaction product. The product is: [C:1]([O:5][C:6]([N:8]1[CH:16]([OH:17])[C:15]2([CH3:18])[CH:10]([CH2:11][CH2:12][CH2:13][CH2:14]2)[CH2:9]1)=[O:7])([CH3:4])([CH3:2])[CH3:3].